Dataset: Forward reaction prediction with 1.9M reactions from USPTO patents (1976-2016). Task: Predict the product of the given reaction. (1) Given the reactants [Cl:1][C:2]1[C:7]([F:8])=[CH:6][CH:5]=[C:4]([Cl:9])[C:3]=1[CH:10]([O:12][C:13]1[C:14]([N+:19]([O-])=O)=[N:15][CH:16]=[CH:17][CH:18]=1)[CH3:11].Cl, predict the reaction product. The product is: [Cl:1][C:2]1[C:7]([F:8])=[CH:6][CH:5]=[C:4]([Cl:9])[C:3]=1[CH:10]([O:12][C:13]1[C:14]([NH2:19])=[N:15][CH:16]=[CH:17][CH:18]=1)[CH3:11]. (2) Given the reactants [Si:1]([O:8][C@H:9]1[CH2:13][CH2:12][N:11]([CH2:14][C@H:15]([C:17]2[CH:22]=[CH:21][CH:20]=[C:19]([O:23][C:24]([F:27])([F:26])[F:25])[CH:18]=2)O)[CH2:10]1)([C:4]([CH3:7])([CH3:6])[CH3:5])([CH3:3])[CH3:2].CS(Cl)(=O)=O.[CH2:33]([NH2:35])[CH3:34], predict the reaction product. The product is: [Si:1]([O:8][C@H:9]1[CH2:13][CH2:12][N:11]([CH2:14][C@H:15]([C:17]2[CH:22]=[CH:21][CH:20]=[C:19]([O:23][C:24]([F:27])([F:26])[F:25])[CH:18]=2)[NH:35][CH2:33][CH3:34])[CH2:10]1)([C:4]([CH3:7])([CH3:6])[CH3:5])([CH3:3])[CH3:2]. (3) Given the reactants O=[C:2]1[CH2:7][CH2:6][N:5]([C:8]2[CH:21]=[CH:20][C:11]([CH:12]=[C:13]3[S:17][C:16](=[O:18])[NH:15][C:14]3=[O:19])=[CH:10][CH:9]=2)[CH2:4][CH2:3]1.[NH2:22][CH2:23][C@H:24]([OH:33])[CH2:25][O:26][C:27]1[CH:32]=[CH:31][CH:30]=[CH:29][CH:28]=1, predict the reaction product. The product is: [OH:33][C@H:24]([CH2:25][O:26][C:27]1[CH:32]=[CH:31][CH:30]=[CH:29][CH:28]=1)[CH2:23][NH:22][CH:2]1[CH2:7][CH2:6][N:5]([C:8]2[CH:21]=[CH:20][C:11]([CH:12]=[C:13]3[S:17][C:16](=[O:18])[NH:15][C:14]3=[O:19])=[CH:10][CH:9]=2)[CH2:4][CH2:3]1. (4) Given the reactants [Li+].[OH-].O.C[O:5][C:6](=[O:43])[CH2:7][NH:8][C:9]([C:11]1[CH:20]=[CH:19][C:18]2[C:13](=[CH:14][CH:15]=[C:16]([C:21]([CH2:41][CH3:42])([C:24]3[CH:29]=[CH:28][C:27]([O:30][CH:31]([CH2:38][CH3:39])[CH:32]([OH:37])[C:33]([CH3:36])([CH3:35])[CH3:34])=[C:26]([CH3:40])[CH:25]=3)[CH2:22][CH3:23])[CH:17]=2)[CH:12]=1)=[O:10].CO, predict the reaction product. The product is: [CH2:22]([C:21]([C:16]1[CH:17]=[C:18]2[C:13](=[CH:14][CH:15]=1)[CH:12]=[C:11]([C:9]([NH:8][CH2:7][C:6]([OH:43])=[O:5])=[O:10])[CH:20]=[CH:19]2)([C:24]1[CH:29]=[CH:28][C:27]([O:30][CH:31]([CH2:38][CH3:39])[CH:32]([OH:37])[C:33]([CH3:36])([CH3:34])[CH3:35])=[C:26]([CH3:40])[CH:25]=1)[CH2:41][CH3:42])[CH3:23]. (5) Given the reactants [C:1](Cl)(=[O:6])[CH2:2][CH2:3][CH2:4][CH3:5].[NH2:8][C:9]1[CH:10]=[N:11][C:12]2[C:17]([C:18]=1[Cl:19])=[CH:16][CH:15]=[CH:14][CH:13]=2.C(N(CC)CC)C.C(=O)(O)[O-].[Na+], predict the reaction product. The product is: [Cl:19][C:18]1[C:17]2[C:12](=[CH:13][CH:14]=[CH:15][CH:16]=2)[N:11]=[CH:10][C:9]=1[NH:8][C:1](=[O:6])[CH2:2][CH2:3][CH2:4][CH3:5].